Dataset: Forward reaction prediction with 1.9M reactions from USPTO patents (1976-2016). Task: Predict the product of the given reaction. The product is: [N:12]1[CH:17]=[CH:16][CH:15]=[C:14]([CH:18]=[C:2]2[C:3](=[O:10])[CH:4]3[CH2:7][CH2:8][N:1]2[CH2:6][CH2:5]3)[CH:13]=1. Given the reactants [N:1]12[CH2:8][CH2:7][CH:4]([CH2:5][CH2:6]1)[CH2:3][C:2]2=O.[OH-:10].[Na+].[N:12]1[CH:17]=[CH:16][CH:15]=[C:14]([CH:18]=O)[CH:13]=1.O, predict the reaction product.